From a dataset of Catalyst prediction with 721,799 reactions and 888 catalyst types from USPTO. Predict which catalyst facilitates the given reaction. Reactant: Cl[CH2:2][CH2:3][S:4](Cl)(=[O:6])=[O:5].Cl.Cl.[CH:10]1([C:16]2[NH:20][C:19](=[O:21])[C:18]3([CH2:26][CH2:25][NH:24][CH2:23][CH2:22]3)[N:17]=2)[CH2:15][CH2:14][CH2:13][CH2:12][CH2:11]1.C(N(CC)CC)C.N#N. Product: [CH:10]1([C:16]2[NH:20][C:19](=[O:21])[C:18]3([CH2:22][CH2:23][N:24]([S:4]([CH:3]=[CH2:2])(=[O:6])=[O:5])[CH2:25][CH2:26]3)[N:17]=2)[CH2:11][CH2:12][CH2:13][CH2:14][CH2:15]1. The catalyst class is: 2.